Dataset: Peptide-MHC class I binding affinity with 185,985 pairs from IEDB/IMGT. Task: Regression. Given a peptide amino acid sequence and an MHC pseudo amino acid sequence, predict their binding affinity value. This is MHC class I binding data. (1) The peptide sequence is CRDVVLQQH. The MHC is HLA-A01:01 with pseudo-sequence HLA-A01:01. The binding affinity (normalized) is 0. (2) The peptide sequence is PIQKETWETW. The MHC is HLA-A02:06 with pseudo-sequence HLA-A02:06. The binding affinity (normalized) is 0. (3) The binding affinity (normalized) is 0.213. The peptide sequence is GYCLTKWMIL. The MHC is H-2-Kd with pseudo-sequence H-2-Kd. (4) The peptide sequence is FSFGASCFIL. The MHC is HLA-A24:02 with pseudo-sequence HLA-A24:02. The binding affinity (normalized) is 0.352. (5) The peptide sequence is ERYLKDQQL. The MHC is HLA-B07:02 with pseudo-sequence HLA-B07:02. The binding affinity (normalized) is 0. (6) The peptide sequence is SLFYTVATL. The MHC is HLA-A02:02 with pseudo-sequence HLA-A02:02. The binding affinity (normalized) is 0.624. (7) The binding affinity (normalized) is 0.710. The peptide sequence is FFKCIYRLF. The MHC is HLA-A24:03 with pseudo-sequence HLA-A24:03. (8) The peptide sequence is CTDPPLLSV. The MHC is HLA-B15:01 with pseudo-sequence HLA-B15:01. The binding affinity (normalized) is 0.0847. (9) The peptide sequence is CNDTNYSGF. The MHC is Mamu-B8301 with pseudo-sequence Mamu-B8301. The binding affinity (normalized) is 0.500. (10) The peptide sequence is GLSPTVWLSV. The MHC is HLA-A11:01 with pseudo-sequence HLA-A11:01. The binding affinity (normalized) is 0.0322.